From a dataset of NCI-60 drug combinations with 297,098 pairs across 59 cell lines. Regression. Given two drug SMILES strings and cell line genomic features, predict the synergy score measuring deviation from expected non-interaction effect. (1) Drug 2: CN(CCCl)CCCl.Cl. Cell line: NCI/ADR-RES. Synergy scores: CSS=23.4, Synergy_ZIP=-3.35, Synergy_Bliss=0.926, Synergy_Loewe=0.907, Synergy_HSA=1.37. Drug 1: COC1=C(C=C2C(=C1)N=CN=C2NC3=CC(=C(C=C3)F)Cl)OCCCN4CCOCC4. (2) Drug 1: C1=CC(=CC=C1CCCC(=O)O)N(CCCl)CCCl. Drug 2: C1C(C(OC1N2C=NC3=C(N=C(N=C32)Cl)N)CO)O. Cell line: SK-MEL-28. Synergy scores: CSS=4.19, Synergy_ZIP=-3.23, Synergy_Bliss=-1.48, Synergy_Loewe=-2.45, Synergy_HSA=-2.28. (3) Drug 1: C1CCC(C1)C(CC#N)N2C=C(C=N2)C3=C4C=CNC4=NC=N3. Drug 2: CS(=O)(=O)C1=CC(=C(C=C1)C(=O)NC2=CC(=C(C=C2)Cl)C3=CC=CC=N3)Cl. Cell line: MDA-MB-435. Synergy scores: CSS=-7.47, Synergy_ZIP=7.84, Synergy_Bliss=7.00, Synergy_Loewe=0.424, Synergy_HSA=-1.30. (4) Drug 1: CC=C1C(=O)NC(C(=O)OC2CC(=O)NC(C(=O)NC(CSSCCC=C2)C(=O)N1)C(C)C)C(C)C. Drug 2: C1=NNC2=C1C(=O)NC=N2. Cell line: OVCAR-5. Synergy scores: CSS=70.7, Synergy_ZIP=4.69, Synergy_Bliss=-0.0449, Synergy_Loewe=-55.9, Synergy_HSA=-0.0913. (5) Drug 1: C1CCN(CC1)CCOC2=CC=C(C=C2)C(=O)C3=C(SC4=C3C=CC(=C4)O)C5=CC=C(C=C5)O. Drug 2: CN1C2=C(C=C(C=C2)N(CCCl)CCCl)N=C1CCCC(=O)O.Cl. Cell line: ACHN. Synergy scores: CSS=11.1, Synergy_ZIP=-1.26, Synergy_Bliss=2.85, Synergy_Loewe=1.07, Synergy_HSA=0.0465. (6) Drug 1: C1=CC=C(C=C1)NC(=O)CCCCCCC(=O)NO. Drug 2: CC1=C(C(=O)C2=C(C1=O)N3CC4C(C3(C2COC(=O)N)OC)N4)N. Cell line: NCI/ADR-RES. Synergy scores: CSS=29.0, Synergy_ZIP=-3.88, Synergy_Bliss=4.50, Synergy_Loewe=-0.738, Synergy_HSA=-0.287. (7) Cell line: NCI-H322M. Drug 1: CCC1(CC2CC(C3=C(CCN(C2)C1)C4=CC=CC=C4N3)(C5=C(C=C6C(=C5)C78CCN9C7C(C=CC9)(C(C(C8N6C=O)(C(=O)OC)O)OC(=O)C)CC)OC)C(=O)OC)O.OS(=O)(=O)O. Drug 2: C1=CC=C(C(=C1)C(C2=CC=C(C=C2)Cl)C(Cl)Cl)Cl. Synergy scores: CSS=15.9, Synergy_ZIP=-7.49, Synergy_Bliss=-5.69, Synergy_Loewe=-34.4, Synergy_HSA=-6.26. (8) Drug 2: C1=CC=C(C(=C1)C(C2=CC=C(C=C2)Cl)C(Cl)Cl)Cl. Drug 1: CC1=C2C(C(=O)C3(C(CC4C(C3C(C(C2(C)C)(CC1OC(=O)C(C(C5=CC=CC=C5)NC(=O)OC(C)(C)C)O)O)OC(=O)C6=CC=CC=C6)(CO4)OC(=O)C)O)C)O. Cell line: OVCAR-8. Synergy scores: CSS=2.05, Synergy_ZIP=6.57, Synergy_Bliss=8.34, Synergy_Loewe=7.34, Synergy_HSA=8.02.